From a dataset of Reaction yield outcomes from USPTO patents with 853,638 reactions. Predict the reaction yield, written as a fraction of the theoretical maximum amount of product (1.0 means a 100% yield; for example, 0.34 means a 34% yield). (1) The reactants are Cl.Cl[CH2:3][C:4]1[N:5]=[C:6]([NH2:9])[S:7][CH:8]=1.[CH3:10][NH:11][CH3:12]. The catalyst is O. The product is [CH3:10][N:11]([CH2:3][C:4]1[N:5]=[C:6]([NH2:9])[S:7][CH:8]=1)[CH3:12]. The yield is 0.530. (2) The reactants are [CH3:1][P:2](=[O:7])([CH:5]=[CH2:6])[CH:3]=[CH2:4].[CH2:8]([NH2:15])[C:9]1[CH:14]=[CH:13][CH:12]=[CH:11][CH:10]=1. The catalyst is C1COCC1.O. The product is [CH2:8]([N:15]1[CH2:6][CH2:5][P:2](=[O:7])([CH3:1])[CH2:3][CH2:4]1)[C:9]1[CH:14]=[CH:13][CH:12]=[CH:11][CH:10]=1. The yield is 0.700. (3) The reactants are C[O:2][C:3](=[O:29])[C@@H:4]([N:12]1[CH2:16][C:15]([O:17][C:18]2[CH:23]=[CH:22][CH:21]=[CH:20][C:19]=2[O:24][CH:25]([CH3:27])[CH3:26])=[CH:14][C:13]1=[O:28])[CH2:5][CH:6]1[CH2:11][CH2:10][CH2:9][CH2:8][CH2:7]1.[OH-].[Li+]. The catalyst is O1CCCC1.O. The product is [CH:6]1([CH2:5][C@H:4]([N:12]2[CH2:16][C:15]([O:17][C:18]3[CH:23]=[CH:22][CH:21]=[CH:20][C:19]=3[O:24][CH:25]([CH3:26])[CH3:27])=[CH:14][C:13]2=[O:28])[C:3]([OH:29])=[O:2])[CH2:11][CH2:10][CH2:9][CH2:8][CH2:7]1. The yield is 0.900. (4) The reactants are [Br:1][C:2]1[N:3]=[C:4]([S:12][CH3:13])[C:5]2[N:6]([C:8](I)=[CH:9][N:10]=2)[CH:7]=1.P([O-])([O-])([O-])=O.[K+].[K+].[K+].[CH:22]1([NH:25][C:26]([C:28]2[CH:33]=[CH:32][C:31](B(O)O)=[CH:30][CH:29]=2)=[O:27])[CH2:24][CH2:23]1.C(OCC)(=O)C. The catalyst is C1COCC1.O.C1C=CC(P(C2C=CC=CC=2)[C-]2C=CC=C2)=CC=1.C1C=CC(P(C2C=CC=CC=2)[C-]2C=CC=C2)=CC=1.Cl[Pd]Cl.[Fe+2]. The product is [Br:1][C:2]1[N:3]=[C:4]([S:12][CH3:13])[C:5]2[N:6]([C:8]([C:31]3[CH:32]=[CH:33][C:28]([C:26]([NH:25][CH:22]4[CH2:23][CH2:24]4)=[O:27])=[CH:29][CH:30]=3)=[CH:9][N:10]=2)[CH:7]=1. The yield is 0.563. (5) The reactants are [CH2:1]([N:8]1[CH2:13][CH2:12][C:11]([C:16]2[CH:17]=[N:18][CH:19]=[CH:20][CH:21]=2)([C:14]#[N:15])[CH2:10][CH2:9]1)[C:2]1[CH:7]=[CH:6][CH:5]=[CH:4][CH:3]=1.[OH2:22].[OH-].[K+]. The catalyst is C(O)C. The product is [CH2:1]([N:8]1[CH2:9][CH2:10][C:11]([C:16]2[CH:17]=[N:18][CH:19]=[CH:20][CH:21]=2)([C:14]([NH2:15])=[O:22])[CH2:12][CH2:13]1)[C:2]1[CH:7]=[CH:6][CH:5]=[CH:4][CH:3]=1. The yield is 0.720. (6) The reactants are [Br:1][C:2]1[CH:3]=[C:4]2[C:9](Cl)=[C:8]([C:11]([NH2:13])=[O:12])[CH:7]=[N:6][N:5]2[CH:14]=1.[OH:15][C:16]12[CH2:26][CH:20]3[CH2:21][C:22]([OH:25])([CH2:24][C:18]([NH2:27])([CH2:19]3)[CH2:17]1)[CH2:23]2.CCN(C(C)C)C(C)C.O. The catalyst is CN(C=O)C. The product is [Br:1][C:2]1[CH:3]=[C:4]2[C:9]([NH:27][C:18]34[CH2:24][C:22]5([OH:25])[CH2:21][CH:20]([CH2:26][C:16]([OH:15])([CH2:23]5)[CH2:17]3)[CH2:19]4)=[C:8]([C:11]([NH2:13])=[O:12])[CH:7]=[N:6][N:5]2[CH:14]=1. The yield is 0.560. (7) The reactants are [CH:1]1([CH:7](O)[CH:8]=[CH2:9])[CH2:6][CH2:5][CH2:4][CH2:3][CH2:2]1.C=CCCC=C.S(Br)([Br:19])=O. The catalyst is ClCCCl. The product is [Br:19][CH2:9]/[CH:8]=[CH:7]/[CH:1]1[CH2:6][CH2:5][CH2:4][CH2:3][CH2:2]1. The yield is 0.430. (8) The product is [C:13]1([C:11]2[N:2]=[C:3]3[CH2:8][CH2:7][CH2:6][CH2:5][N:4]3[CH:10]=2)[CH:18]=[CH:17][CH:16]=[CH:15][CH:14]=1. The yield is 0.710. The catalyst is CN(C=O)C. The reactants are Cl.[NH:2]=[C:3]1[CH2:8][CH2:7][CH2:6][CH2:5][NH:4]1.Br[CH2:10][C:11]([C:13]1[CH:18]=[CH:17][CH:16]=[CH:15][CH:14]=1)=O.C([O-])([O-])=O.[Na+].[Na+].O. (9) The reactants are [Cl:1][CH2:2][C:3](Cl)=[O:4].[Cl:6][C:7]1[CH:16]=[CH:15][C:10]([C:11]([NH:13][NH2:14])=[O:12])=[CH:9][N:8]=1.CN1CCOCC1. The catalyst is ClCCl. The product is [Cl:1][CH2:2][C:3]([NH:14][NH:13][C:11](=[O:12])[C:10]1[CH:15]=[CH:16][C:7]([Cl:6])=[N:8][CH:9]=1)=[O:4]. The yield is 0.570. (10) The reactants are [Cl:1][C:2]1[N:7]=[C:6]([Cl:8])[CH:5]=[C:4](Cl)[N:3]=1.[NH2:10][C:11]1[CH:15]=[C:14]([CH3:16])[NH:13][N:12]=1.C(=O)([O-])[O-].[Na+].[Na+].O. The catalyst is C(O)C. The product is [Cl:1][C:2]1[N:3]=[C:4]([NH:10][C:11]2[CH:15]=[C:14]([CH3:16])[NH:13][N:12]=2)[CH:5]=[C:6]([Cl:8])[N:7]=1. The yield is 0.880.